This data is from Full USPTO retrosynthesis dataset with 1.9M reactions from patents (1976-2016). The task is: Predict the reactants needed to synthesize the given product. (1) Given the product [CH3:25][N:26]([CH3:36])[C:27]1[CH:35]=[CH:34][CH:33]=[CH:32][C:28]=1[C:29]([NH:1][C:2]1[CH:3]=[CH:4][C:5]([O:6][CH2:7][CH2:8][C:9]2[N:14]=[C:13]([NH:15][C:16](=[O:22])[O:17][C:18]([CH3:21])([CH3:19])[CH3:20])[CH:12]=[CH:11][CH:10]=2)=[CH:23][CH:24]=1)=[O:30], predict the reactants needed to synthesize it. The reactants are: [NH2:1][C:2]1[CH:24]=[CH:23][C:5]([O:6][CH2:7][CH2:8][C:9]2[N:14]=[C:13]([NH:15][C:16](=[O:22])[O:17][C:18]([CH3:21])([CH3:20])[CH3:19])[CH:12]=[CH:11][CH:10]=2)=[CH:4][CH:3]=1.[CH3:25][N:26]([CH3:36])[C:27]1[CH:35]=[CH:34][CH:33]=[CH:32][C:28]=1[C:29](O)=[O:30].ON1C2C=CC=CC=2N=N1.Cl.CN(C)CCCN=C=NCC. (2) Given the product [CH3:1][O:2][C:3](=[O:20])[C:4]1[CH:9]=[CH:8][C:7]([C:23]2[CH:24]=[CH:25][CH:26]=[CH:27][C:22]=2[CH3:21])=[C:6]([O:18][CH3:19])[CH:5]=1, predict the reactants needed to synthesize it. The reactants are: [CH3:1][O:2][C:3](=[O:20])[C:4]1[CH:9]=[CH:8][C:7](OS(C(F)(F)F)(=O)=O)=[C:6]([O:18][CH3:19])[CH:5]=1.[CH3:21][C:22]1[CH:27]=[CH:26][CH:25]=[CH:24][C:23]=1OB(O)O.[Cl-].[Li+].C(=O)([O-])[O-].[Na+].[Na+]. (3) Given the product [CH2:1]([O:8][C:9]1[CH:10]=[CH:11][C:12]([C:13]([NH2:14])=[O:17])=[CH:15][CH:16]=1)[C:2]1[CH:3]=[CH:4][CH:5]=[CH:6][CH:7]=1, predict the reactants needed to synthesize it. The reactants are: [CH2:1]([O:8][C:9]1[CH:16]=[CH:15][C:12]([C:13]#[N:14])=[CH:11][CH:10]=1)[C:2]1[CH:7]=[CH:6][CH:5]=[CH:4][CH:3]=1.[OH-:17].[K+]. (4) Given the product [CH3:16][S:17]([CH2:7][C:2]1[CH:3]=[CH:4][CH:5]=[CH:6][N:1]=1)(=[O:19])=[O:18], predict the reactants needed to synthesize it. The reactants are: [N:1]1[CH:6]=[CH:5][CH:4]=[CH:3][C:2]=1[CH2:7]O.C(N(CC)CC)C.[CH3:16][S:17](Cl)(=[O:19])=[O:18]. (5) Given the product [CH:1]1([C:4]2[NH:8][C:7]3[C:9]([O:14][CH3:15])=[CH:10][CH:11]=[C:12]([NH:13][C:32]([NH:31][C:28]4[CH:29]=[CH:30][C:25]([O:24][CH3:23])=[CH:26][CH:27]=4)=[O:33])[C:6]=3[N:5]=2)[CH2:3][CH2:2]1, predict the reactants needed to synthesize it. The reactants are: [CH:1]1([C:4]2[NH:8][C:7]3[C:9]([O:14][CH3:15])=[CH:10][CH:11]=[C:12]([NH2:13])[C:6]=3[N:5]=2)[CH2:3][CH2:2]1.C(N(CC)CC)C.[CH3:23][O:24][C:25]1[CH:30]=[CH:29][C:28]([NH:31][C:32](Cl)=[O:33])=[CH:27][CH:26]=1. (6) Given the product [N:1]1[CH:2]=[C:3]([C:7]2[CH:8]=[CH:9][C:10]3[N:11]([C:13]([CH:16]=[O:17])=[CH:14][N:15]=3)[CH:12]=2)[CH:4]=[N:23][CH:6]=1, predict the reactants needed to synthesize it. The reactants are: [N:1]1[CH:6]=C[CH:4]=[C:3]([C:7]2[CH:8]=[CH:9][C:10]3[N:11]([C:13]([CH:16]=[O:17])=[CH:14][N:15]=3)[CH:12]=2)[CH:2]=1.BrC1C=CC2[N:23](C(C=O)=CN=2)C=1.N1C=C(B(O)O)C=NC=1. (7) The reactants are: Cl.[NH2:2][C@H:3]1[CH2:7][CH2:6][CH2:5][C@@H:4]1[NH:8][C:9](=[O:20])[C:10]1[C:15]([O:16][CH3:17])=[CH:14][CH:13]=[CH:12][C:11]=1[O:18][CH3:19].CCN(C(C)C)C(C)C.Cl[C:31]1[S:32][C:33]2[CH:39]=[C:38]([F:40])[CH:37]=[CH:36][C:34]=2[N:35]=1. Given the product [F:40][C:38]1[CH:37]=[CH:36][C:34]2[N:35]=[C:31]([NH:2][C@H:3]3[CH2:7][CH2:6][CH2:5][C@@H:4]3[NH:8][C:9](=[O:20])[C:10]3[C:15]([O:16][CH3:17])=[CH:14][CH:13]=[CH:12][C:11]=3[O:18][CH3:19])[S:32][C:33]=2[CH:39]=1, predict the reactants needed to synthesize it.